This data is from Experimentally validated miRNA-target interactions with 360,000+ pairs, plus equal number of negative samples. The task is: Binary Classification. Given a miRNA mature sequence and a target amino acid sequence, predict their likelihood of interaction. The miRNA is hsa-miR-7160-5p with sequence UGCUGAGGUCCGGGCUGUGCC. The protein sequence of the target gene is MNDPFARMETRGPQGAANPMDSSRSLGDLGPFPREVGRGAPLAPGARNPATAGASRSQGGGHEDRTADRALGPRAGEELDRESWVREKVLFLLHPERWLGTRGDPAREEVAGAEDLPHAGGEDHGEEPNYPSVFQRQKRISGRRVAPPRDAADPPKYVLVRVEDYQVTQEVLQTSWAKGRMTTRTEEHFVTALTFRSSREGQPGERWGPAESRALQARTGASRVHAAGRRVSPSPGTWLEEIKL. Result: 1 (interaction).